This data is from Full USPTO retrosynthesis dataset with 1.9M reactions from patents (1976-2016). The task is: Predict the reactants needed to synthesize the given product. (1) The reactants are: [Cl:1][C:2]1[N:3]=[C:4]([O:20][C:21]2([CH3:25])[CH2:24][CH2:23][CH2:22]2)[C:5]2[C:10](I)=[CH:9][N:8]([CH2:12][O:13][CH2:14][CH2:15][Si:16]([CH3:19])([CH3:18])[CH3:17])[C:6]=2[N:7]=1.[CH3:26][C:27]1[O:28][C:29]2[CH:35]=[C:34](B3OC(C)(C)C(C)(C)O3)[CH:33]=[CH:32][C:30]=2[N:31]=1.P([O-])([O-])([O-])=O.[K+].[K+].[K+].O1CCOCC1. Given the product [Cl:1][C:2]1[N:3]=[C:4]([O:20][C:21]2([CH3:25])[CH2:24][CH2:23][CH2:22]2)[C:5]2[C:10]([C:34]3[CH:33]=[CH:32][C:30]4[N:31]=[C:27]([CH3:26])[O:28][C:29]=4[CH:35]=3)=[CH:9][N:8]([CH2:12][O:13][CH2:14][CH2:15][Si:16]([CH3:19])([CH3:18])[CH3:17])[C:6]=2[N:7]=1, predict the reactants needed to synthesize it. (2) Given the product [C:12]([O:16][C:17]([NH:1][C@H:2]([CH2:6][CH:7]1[CH2:9][CH2:8]1)[C:3]([OH:5])=[O:4])=[O:18])([CH3:15])([CH3:14])[CH3:13], predict the reactants needed to synthesize it. The reactants are: [NH2:1][C@H:2]([CH2:6][CH:7]1[CH2:9][CH2:8]1)[C:3]([OH:5])=[O:4].[OH-].[Na+].[C:12]([O:16][C:17](O[C:17]([O:16][C:12]([CH3:15])([CH3:14])[CH3:13])=[O:18])=[O:18])([CH3:15])([CH3:14])[CH3:13].Cl. (3) Given the product [CH:1]1([C:4]2[N:5]=[C:8]([C:10]3[C:14]4[CH2:15][CH2:16][CH2:17][CH2:18][C:13]=4[S:12][C:11]=3[NH:19][C:20](=[O:26])[O:21][C:22]([CH3:25])([CH3:24])[CH3:23])[O:7][N:6]=2)[CH2:3][CH2:2]1, predict the reactants needed to synthesize it. The reactants are: [CH:1]1([C:4]([NH:6][O:7][C:8]([C:10]2[C:14]3[CH2:15][CH2:16][CH2:17][CH2:18][C:13]=3[S:12][C:11]=2[NH:19][C:20](=[O:26])[O:21][C:22]([CH3:25])([CH3:24])[CH3:23])=O)=[NH:5])[CH2:3][CH2:2]1.CCCC[N+](CCCC)(CCCC)CCCC.[F-].CCCCCCC.CCOC(C)=O. (4) Given the product [CH3:6][O:7][C:8]([C:10]1[CH:11]=[CH:12][C:13]([NH2:19])=[C:14]2[O:18][CH:17]=[CH:16][C:15]=12)=[O:9], predict the reactants needed to synthesize it. The reactants are: O.O.[Sn](Cl)Cl.[CH3:6][O:7][C:8]([C:10]1[CH:11]=[CH:12][C:13]([N+:19]([O-])=O)=[C:14]2[O:18][CH:17]=[CH:16][C:15]=12)=[O:9]. (5) Given the product [NH2:8][C:5]1[CH:6]=[CH:7][C:2]([F:1])=[C:3]([N:12]2[C:16](=[O:17])[N:15]([CH3:18])[N:14]=[N:13]2)[C:4]=1[F:11], predict the reactants needed to synthesize it. The reactants are: [F:1][C:2]1[CH:7]=[CH:6][C:5]([N+:8]([O-])=O)=[C:4]([F:11])[C:3]=1[N:12]1[C:16](=[O:17])[N:15]([CH3:18])[N:14]=[N:13]1.[Cl-].[NH4+]. (6) Given the product [S:39]([O:1][C:2]1[CH:11]=[C:10]2[C:5]([CH:6]=[CH:7][CH:8]=[C:9]2[NH:12][C:13](=[O:38])/[CH:14]=[CH:15]/[CH:16]=[C:17]([C:18]2[CH:19]=[CH:20][C:21]([C:24]([F:25])([F:26])[F:27])=[CH:22][CH:23]=2)[C:28]2[CH:29]=[CH:30][C:31]([C:34]([F:35])([F:36])[F:37])=[CH:32][CH:33]=2)=[CH:4][CH:3]=1)(=[O:42])(=[O:41])[NH2:40], predict the reactants needed to synthesize it. The reactants are: [OH:1][C:2]1[CH:11]=[C:10]2[C:5]([CH:6]=[CH:7][CH:8]=[C:9]2[NH:12][C:13](=[O:38])/[CH:14]=[CH:15]/[CH:16]=[C:17]([C:28]2[CH:33]=[CH:32][C:31]([C:34]([F:37])([F:36])[F:35])=[CH:30][CH:29]=2)[C:18]2[CH:23]=[CH:22][C:21]([C:24]([F:27])([F:26])[F:25])=[CH:20][CH:19]=2)=[CH:4][CH:3]=1.[S:39](Cl)(=[O:42])(=[O:41])[NH2:40].O. (7) Given the product [Cl:1][C:2]1[CH:7]=[CH:6][C:5]([C:8]2[N:9]([CH:38]3[CH2:39][CH2:40][N:35]([CH3:34])[CH2:36][CH2:37]3)[N:10]=[CH:11][C:12]=2[C:13]2[CH:18]=[CH:17][N:16]=[C:15]([NH:19][C:20]3[CH:21]=[CH:22][C:23]([CH2:26][N:27]4[CH2:28][CH2:29][N:30]([CH3:33])[CH2:31][CH2:32]4)=[CH:24][CH:25]=3)[N:14]=2)=[CH:4][CH:3]=1, predict the reactants needed to synthesize it. The reactants are: [Cl:1][C:2]1[CH:7]=[CH:6][C:5]([C:8]2[C:12]([C:13]3[CH:18]=[CH:17][N:16]=[C:15]([NH:19][C:20]4[CH:25]=[CH:24][C:23]([CH2:26][N:27]5[CH2:32][CH2:31][N:30]([CH3:33])[CH2:29][CH2:28]5)=[CH:22][CH:21]=4)[N:14]=3)=[CH:11][NH:10][N:9]=2)=[CH:4][CH:3]=1.[CH3:34][N:35]1[CH2:40][CH2:39][CH:38](O)[CH2:37][CH2:36]1. (8) Given the product [CH2:1]([O:8][C:9]1[CH:14]=[CH:13][C:12]([C:15]2[CH:36]=[C:35]([Cl:21])[N:34]=[N:42][C:16]=2[CH2:59][CH2:60][CH2:61][CH3:62])=[CH:11][C:10]=1[O:19][CH3:20])[C:2]1[CH:7]=[CH:6][CH:5]=[CH:4][CH:3]=1, predict the reactants needed to synthesize it. The reactants are: [CH2:1]([O:8][C:9]1[CH:14]=[CH:13][C:12]([CH2:15][C:16](O)=O)=[CH:11][C:10]=1[O:19][CH3:20])[C:2]1[CH:7]=[CH:6][CH:5]=[CH:4][CH:3]=1.[ClH:21].CNOC.CN(C(O[N:34]1[N:42]=N[C:36]2C=CC=C[C:35]1=2)=[N+](C)C)C.F[P-](F)(F)(F)(F)F.CCN(C(C)C)C(C)C.[CH2:59]([Mg]Cl)[CH2:60][CH2:61][CH3:62].C(OCC)(=O)C=O. (9) The reactants are: [NH2:1][C:2]1[CH:7]=[CH:6][C:5]([Br:8])=[CH:4][N:3]=1.N1C=CC=CC=1.[C:15]1([CH3:25])[CH:20]=[CH:19][C:18]([S:21](Cl)(=[O:23])=[O:22])=[CH:17][CH:16]=1. Given the product [Br:8][C:5]1[CH:6]=[CH:7][C:2]([NH:1][S:21]([C:18]2[CH:19]=[CH:20][C:15]([CH3:25])=[CH:16][CH:17]=2)(=[O:23])=[O:22])=[N:3][CH:4]=1, predict the reactants needed to synthesize it. (10) Given the product [NH2:10][C@@H:2]1[CH2:3][C:4]2[C:9](=[CH:8][CH:7]=[CH:6][CH:5]=2)[C@H:1]1[OH:12], predict the reactants needed to synthesize it. The reactants are: [C:1]1(=[O:12])[C:9]2[C:4](=[CH:5][CH:6]=[CH:7][CH:8]=2)[CH2:3][C:2]1=[N:10]O.O1CCOCC1.